This data is from Catalyst prediction with 721,799 reactions and 888 catalyst types from USPTO. The task is: Predict which catalyst facilitates the given reaction. (1) Reactant: [N+:1]([C:4]1[CH:5]=[C:6]2[C:11](=[CH:12][CH:13]=1)[NH:10][C:9](=[O:14])[CH:8]=[CH:7]2)([O-])=O.CO.C(Cl)Cl. Product: [NH2:1][C:4]1[CH:5]=[C:6]2[C:11](=[CH:12][CH:13]=1)[NH:10][C:9](=[O:14])[CH:8]=[CH:7]2. The catalyst class is: 394. (2) Reactant: C(Cl)(=O)[C:2]1[CH:7]=[CH:6]C=CC=1.[N:10]1[CH:15]=[CH:14]C=[CH:12][CH:11]=1.Cl[CH2:17]Cl. Product: [CH3:14][CH2:15][N:10]([CH:7]([CH3:6])[CH3:2])[CH:11]([CH3:12])[CH3:17]. The catalyst class is: 142. (3) Reactant: [C:1]([O:5][C:6]([N:8]1[CH2:12][CH2:11][CH2:10][C@H:9]1[C:13]([OH:15])=O)=[O:7])([CH3:4])([CH3:3])[CH3:2].[CH2:16]([O:19][C:20]1[CH:25]=[CH:24][C:23]([CH2:26][C@H:27]([NH2:32])[C:28]([O:30][CH3:31])=[O:29])=[CH:22][C:21]=1[Cl:33])[CH:17]=[CH2:18].CN(C(ON1N=NC2C=CC=NC1=2)=[N+](C)C)C.F[P-](F)(F)(F)(F)F.CCN(C(C)C)C(C)C.C([O-])(O)=O.[Na+].C(OC(C)(C)C)=O. Product: [C:1]([O:5][C:6]([N:8]1[CH2:12][CH2:11][CH2:10][C@H:9]1[C:13](=[O:15])[NH:32][C@H:27]([C:28]([O:30][CH3:31])=[O:29])[CH2:26][C:23]1[CH:24]=[CH:25][C:20]([O:19][CH2:16][CH:17]=[CH2:18])=[C:21]([Cl:33])[CH:22]=1)=[O:7])([CH3:2])([CH3:3])[CH3:4]. The catalyst class is: 3. (4) Reactant: C([O:8][C@@H:9]([C:11]1[N:15]2[N:16]([CH2:36][C:37]3[C:38]([CH3:47])=[N:39][C:40]([C:43]([F:46])([F:45])[F:44])=[CH:41][CH:42]=3)[C:17](=[O:35])[C:18]([C:27]3[CH:34]=[CH:33][C:30]([C:31]#[N:32])=[CH:29][CH:28]=3)=[C:19]([C:20]3[CH:25]=[CH:24][C:23]([Cl:26])=[CH:22][CH:21]=3)[C:14]2=[N:13][N:12]=1)[CH3:10])C1C=CC=CC=1.CC#N.[Si](I)(C)(C)C. Product: [Cl:26][C:23]1[CH:22]=[CH:21][C:20]([C:19]2[C:14]3[N:15]([C:11]([C@H:9]([OH:8])[CH3:10])=[N:12][N:13]=3)[N:16]([CH2:36][C:37]3[C:38]([CH3:47])=[N:39][C:40]([C:43]([F:44])([F:45])[F:46])=[CH:41][CH:42]=3)[C:17](=[O:35])[C:18]=2[C:27]2[CH:28]=[CH:29][C:30]([C:31]#[N:32])=[CH:33][CH:34]=2)=[CH:25][CH:24]=1. The catalyst class is: 25.